From a dataset of Reaction yield outcomes from USPTO patents with 853,638 reactions. Predict the reaction yield, written as a fraction of the theoretical maximum amount of product (1.0 means a 100% yield; for example, 0.34 means a 34% yield). (1) The reactants are [CH:1]1([CH2:6][CH:7]([C:11]2[CH:16]=[CH:15][C:14]([I:17])=[CH:13][CH:12]=2)[C:8]([OH:10])=[O:9])[CH2:5][CH2:4][CH2:3][CH2:2]1.[CH3:18]O. The catalyst is S(=O)(=O)(O)O. The product is [CH3:18][O:9][C:8](=[O:10])[CH:7]([C:11]1[CH:16]=[CH:15][C:14]([I:17])=[CH:13][CH:12]=1)[CH2:6][CH:1]1[CH2:5][CH2:4][CH2:3][CH2:2]1. The yield is 0.969. (2) The reactants are Br[C:2]1[CH:3]=[C:4]2[C:9](=[CH:10][CH:11]=1)[CH:8]=[C:7]([OH:12])[CH:6]=[CH:5]2.CC1(C)C(C)(C)OB([C:21]2[CH2:22][CH2:23][N:24]([C:27]([O:29][C:30]([CH3:33])([CH3:32])[CH3:31])=[O:28])[CH2:25][CH:26]=2)O1.C(=O)([O-])[O-].[K+].[K+]. The catalyst is O1CCOCC1.O.CCOC(C)=O.C1C=CC(P(C2C=CC=CC=2)[C-]2C=CC=C2)=CC=1.C1C=CC(P(C2C=CC=CC=2)[C-]2C=CC=C2)=CC=1.Cl[Pd]Cl.[Fe+2]. The product is [OH:12][C:7]1[CH:8]=[C:9]2[C:4](=[CH:5][CH:6]=1)[CH:3]=[C:2]([C:21]1[CH2:26][CH2:25][N:24]([C:27]([O:29][C:30]([CH3:33])([CH3:32])[CH3:31])=[O:28])[CH2:23][CH:22]=1)[CH:11]=[CH:10]2. The yield is 0.650. (3) The reactants are [CH3:1][O:2][C:3]1[CH:4]=[C:5]2[C:10](=[CH:11][C:12]=1[O:13][CH3:14])[N:9]=[CH:8][N:7]=[C:6]2[O:15][C:16]1[CH:22]=[CH:21][C:19]([NH2:20])=[CH:18][CH:17]=1.[C:23]1([CH3:29])C=CC=C[CH:24]=1.ClC(Cl)([O:33][C:34](=O)[O:35]C(Cl)(Cl)Cl)Cl.C(=O)(O)[O-].[Na+]. The catalyst is C(Cl)Cl.C(O)CC.C(N(CC)CC)C. The product is [CH3:1][O:2][C:3]1[CH:4]=[C:5]2[C:10](=[CH:11][C:12]=1[O:13][CH3:14])[N:9]=[CH:8][N:7]=[C:6]2[O:15][C:16]1[CH:22]=[CH:21][C:19]([NH:20][C:34](=[O:33])[O:35][CH2:24][CH2:23][CH3:29])=[CH:18][CH:17]=1. The yield is 1.00.